From a dataset of HIV replication inhibition screening data with 41,000+ compounds from the AIDS Antiviral Screen. Binary Classification. Given a drug SMILES string, predict its activity (active/inactive) in a high-throughput screening assay against a specified biological target. (1) The compound is CC(C)(C)NC(=O)Nc1ccccn1. The result is 0 (inactive). (2) The drug is CC1=NC(=Cc2ccccc2O)C(=O)N1n1c(-c2ccccc2)nc2ccccc2c1=O. The result is 0 (inactive). (3) The drug is Cc1[nH]c2ccccc2c1C(=O)CC1(O)C(=O)Nc2c(Cl)cc(Cl)cc21. The result is 0 (inactive).